Dataset: Catalyst prediction with 721,799 reactions and 888 catalyst types from USPTO. Task: Predict which catalyst facilitates the given reaction. (1) Reactant: [N:1]([C:4]1[CH:13]=[CH:12][CH:11]=[C:10]2[C:5]=1[CH:6]=[CH:7][CH:8]=[N:9]2)=[C:2]=[S:3].[CH:14]([CH:17]1[NH:22][CH2:21][CH2:20][N:19]([C:23]2[N:24]=[N:25][C:26]([C:29]3[CH:30]=[N:31][N:32]([CH3:34])[CH:33]=3)=[CH:27][CH:28]=2)[CH2:18]1)([CH3:16])[CH3:15]. Product: [N:9]1[C:10]2[C:5](=[C:4]([NH:1][C:2]([N:22]3[CH2:21][CH2:20][N:19]([C:23]4[N:24]=[N:25][C:26]([C:29]5[CH:30]=[N:31][N:32]([CH3:34])[CH:33]=5)=[CH:27][CH:28]=4)[CH2:18][CH:17]3[CH:14]([CH3:16])[CH3:15])=[S:3])[CH:13]=[CH:12][CH:11]=2)[CH:6]=[CH:7][CH:8]=1. The catalyst class is: 3. (2) Reactant: [C:1]1([C:57]2[CH:62]=[CH:61][CH:60]=[CH:59][CH:58]=2)[CH:6]=[CH:5][C:4]([O:7][CH2:8][CH2:9][CH2:10][CH2:11][CH2:12][CH2:13][O:14][C:15]([C:17]2[C:18]([C:26]3[C:27]([C:35]([O:37][CH2:38][CH2:39][CH2:40][CH2:41][CH2:42][CH2:43][O:44][C:45]4[CH:50]=[CH:49][C:48]([C:51]5[CH:56]=[CH:55][CH:54]=[CH:53][CH:52]=5)=[CH:47][CH:46]=4)=[O:36])=[CH:28][C:29]([N+:32]([O-])=O)=[CH:30][CH:31]=3)=[CH:19][CH:20]=[C:21]([N+:23]([O-])=O)[CH:22]=2)=[O:16])=[CH:3][CH:2]=1. Product: [C:1]1([C:57]2[CH:62]=[CH:61][CH:60]=[CH:59][CH:58]=2)[CH:2]=[CH:3][C:4]([O:7][CH2:8][CH2:9][CH2:10][CH2:11][CH2:12][CH2:13][O:14][C:15]([C:17]2[C:18]([C:26]3[C:27]([C:35]([O:37][CH2:38][CH2:39][CH2:40][CH2:41][CH2:42][CH2:43][O:44][C:45]4[CH:50]=[CH:49][C:48]([C:51]5[CH:52]=[CH:53][CH:54]=[CH:55][CH:56]=5)=[CH:47][CH:46]=4)=[O:36])=[CH:28][C:29]([NH2:32])=[CH:30][CH:31]=3)=[CH:19][CH:20]=[C:21]([NH2:23])[CH:22]=2)=[O:16])=[CH:5][CH:6]=1. The catalyst class is: 304. (3) Reactant: [N:1]([C@@H:4]1[C@@H:8]([O:9][CH2:10][C:11]#[CH:12])[CH2:7][N:6]([C:13]([O:15][C:16]([CH3:19])([CH3:18])[CH3:17])=[O:14])[CH2:5]1)=[N+:2]=[N-:3]. The catalyst class is: 11. Product: [N:2]1[N:1]2[C@H:4]3[CH2:5][N:6]([C:13]([O:15][C:16]([CH3:19])([CH3:18])[CH3:17])=[O:14])[CH2:7][C@@H:8]3[O:9][CH2:10][C:11]2=[CH:12][N:3]=1. (4) Reactant: [Li+:1].C[Si]([N-][Si](C)(C)C)(C)C.[C:11]([C:14]1[O:15][CH:16]=[CH:17][CH:18]=1)(=[O:13])[CH3:12].[C:19](OC(C)(C)C)(=[O:27])[C:20]([O:22][C:23]([CH3:26])([CH3:25])[CH3:24])=[O:21]. Product: [C:23]([O:22][C:20](=[O:21])[C:19]([O-:27])=[CH:12][C:11]([C:14]1[O:15][CH:16]=[CH:17][CH:18]=1)=[O:13])([CH3:26])([CH3:25])[CH3:24].[Li+:1]. The catalyst class is: 28. (5) Reactant: [Cl:1][C:2]1[CH:3]=[C:4]([C:9]2([C:21]([F:24])([F:23])[F:22])[O:13][N:12]=[C:11]([C:14]3[CH:15]=[C:16]([CH:18]=[CH:19][CH:20]=3)[NH2:17])[CH2:10]2)[CH:5]=[C:6]([Cl:8])[CH:7]=1.[C:25](Cl)(=[O:28])[CH:26]=[CH2:27].C(N(CC)CC)C.O. Product: [Cl:1][C:2]1[CH:3]=[C:4]([C:9]2([C:21]([F:22])([F:24])[F:23])[O:13][N:12]=[C:11]([C:14]3[CH:15]=[C:16]([NH:17][C:25](=[O:28])[CH:26]=[CH2:27])[CH:18]=[CH:19][CH:20]=3)[CH2:10]2)[CH:5]=[C:6]([Cl:8])[CH:7]=1. The catalyst class is: 7. (6) Reactant: [ClH:1].[N:2]1([CH2:7][C:8]2[S:12][C:11]([NH2:13])=[N:10][CH:9]=2)[CH2:6][CH2:5][CH2:4][CH2:3]1. The catalyst class is: 5. Product: [N:2]1([CH2:7][C:8]2[S:12][C:11]([NH2:13])=[N:10][CH:9]=2)[CH2:3][CH2:4][CH2:5][CH2:6]1.[ClH:1].[N:2]1([CH2:7][C:8]2[S:12][C:11]([NH2:13])=[N:10][CH:9]=2)[CH2:3][CH2:4][CH2:5][CH2:6]1. (7) Reactant: [Cl:1][C:2]1[CH:35]=[CH:34][C:5]([CH2:6][NH:7][C:8]([C:10]2[C:11](=[O:33])[C:12]3[CH:19]=[C:18]([CH2:20][N:21]([CH2:23][CH:24]([OH:32])[C:25]4[CH:30]=[CH:29][C:28]([OH:31])=[CH:27][CH:26]=4)[CH3:22])[S:17][C:13]=3[N:14]([CH3:16])[CH:15]=2)=[O:9])=[CH:4][CH:3]=1. Product: [Cl:1][C:2]1[CH:3]=[CH:4][C:5]([CH2:6][NH:7][C:8]([C:10]2[C:11](=[O:33])[C:12]3[CH:19]=[C:18]([CH2:20][N:21]([CH2:23][C@@H:24]([OH:32])[C:25]4[CH:26]=[CH:27][C:28]([OH:31])=[CH:29][CH:30]=4)[CH3:22])[S:17][C:13]=3[N:14]([CH3:16])[CH:15]=2)=[O:9])=[CH:34][CH:35]=1. The catalyst class is: 8.